Dataset: Catalyst prediction with 721,799 reactions and 888 catalyst types from USPTO. Task: Predict which catalyst facilitates the given reaction. (1) Reactant: [O:1]1[CH2:6][CH2:5][CH:4]([O:7][C:8]2[C:13]([NH2:14])=[CH:12][CH:11]=[CH:10][N:9]=2)[CH2:3][CH2:2]1.Cl[C:16]1[C:17]2[C:24]([CH3:25])=[C:23]([C:26]([O:28][CH3:29])=[O:27])[S:22][C:18]=2[N:19]=[CH:20][N:21]=1.C1(C)C=CC(S(O)(=O)=O)=CC=1.[OH-].[NH4+].O. Product: [CH3:25][C:24]1[C:17]2[C:16]([NH:14][C:13]3[C:8]([O:7][CH:4]4[CH2:5][CH2:6][O:1][CH2:2][CH2:3]4)=[N:9][CH:10]=[CH:11][CH:12]=3)=[N:21][CH:20]=[N:19][C:18]=2[S:22][C:23]=1[C:26]([O:28][CH3:29])=[O:27]. The catalyst class is: 12. (2) Reactant: C(OC([N:8]1[CH2:13][CH2:12][C:11]([CH2:21][NH:22][S:23]([C:26]2[CH:31]=[CH:30][C:29]([F:32])=[C:28]([Cl:33])[CH:27]=2)(=[O:25])=[O:24])([C:14]2[CH:19]=[CH:18][C:17]([I:20])=[CH:16][CH:15]=2)[CH2:10][CH2:9]1)=O)(C)(C)C.C(O)(C(F)(F)F)=O. Product: [Cl:33][C:28]1[CH:27]=[C:26]([S:23]([NH:22][CH2:21][C:11]2([C:14]3[CH:15]=[CH:16][C:17]([I:20])=[CH:18][CH:19]=3)[CH2:10][CH2:9][NH:8][CH2:13][CH2:12]2)(=[O:25])=[O:24])[CH:31]=[CH:30][C:29]=1[F:32]. The catalyst class is: 2. (3) Reactant: [C:1]1([C:7]2[O:8][CH:9]=[CH:10][CH:11]=2)[CH:6]=[CH:5][CH:4]=[CH:3][CH:2]=1.[Br:12][C:13]1[CH:14]=[C:15]([CH2:19][C:20](O)=[O:21])[CH:16]=[CH:17][CH:18]=1.O=P12OP3(OP(OP(O3)(O1)=O)(=O)O2)=O. Product: [Br:12][C:13]1[CH:14]=[C:15]([CH2:19][C:20]([C:9]2[O:8][C:7]([C:1]3[CH:2]=[CH:3][CH:4]=[CH:5][CH:6]=3)=[CH:11][CH:10]=2)=[O:21])[CH:16]=[CH:17][CH:18]=1. The catalyst class is: 262. (4) Reactant: CS[C:3]1[N:7]=[C:6]([C:8]2[CH:13]=[CH:12][CH:11]=[C:10]([F:14])[CH:9]=2)[S:5][N:4]=1.Cl[C:16]1C=C(C=CC=1)C(OO)=O.[S:26]([O-:29])([O-])=[O:27].[Na+].[Na+]. Product: [CH3:16][S:26]([C:3]1[N:7]=[C:6]([C:8]2[CH:13]=[CH:12][CH:11]=[C:10]([F:14])[CH:9]=2)[S:5][N:4]=1)(=[O:29])=[O:27]. The catalyst class is: 22. (5) Reactant: [Cl:1][C:2]1[CH:7]=[C:6]([Cl:8])[CH:5]=[CH:4][C:3]=1[NH:9][NH2:10].[C:11](OC(=O)C)(=[O:13])[CH3:12]. Product: [C:11]([NH:10][NH:9][C:3]1[CH:4]=[CH:5][C:6]([Cl:8])=[CH:7][C:2]=1[Cl:1])(=[O:13])[CH3:12]. The catalyst class is: 13. (6) Reactant: [OH-].[Na+].[F:3][C:4]1[C:13]([C:14]2[C:23](=[O:24])[N:22]([CH2:25][O:26][CH2:27][CH2:28][Si:29]([CH3:32])([CH3:31])[CH3:30])[C:21]3[C:16](=[CH:17][CH:18]=[CH:19][CH:20]=3)[N:15]=2)=[CH:12][CH:11]=[CH:10][C:5]=1[C:6]([O:8]C)=[O:7].Cl. Product: [F:3][C:4]1[C:13]([C:14]2[C:23](=[O:24])[N:22]([CH2:25][O:26][CH2:27][CH2:28][Si:29]([CH3:32])([CH3:31])[CH3:30])[C:21]3[C:16](=[CH:17][CH:18]=[CH:19][CH:20]=3)[N:15]=2)=[CH:12][CH:11]=[CH:10][C:5]=1[C:6]([OH:8])=[O:7]. The catalyst class is: 5. (7) Reactant: [F:1][C:2]1[CH:7]=[C:6]([N+:8]([O-:10])=[O:9])[C:5]([O:11][CH3:12])=[CH:4][C:3]=1[CH2:13]O.S(Cl)([Cl:17])=O. Product: [Cl:17][CH2:13][C:3]1[CH:4]=[C:5]([O:11][CH3:12])[C:6]([N+:8]([O-:10])=[O:9])=[CH:7][C:2]=1[F:1]. The catalyst class is: 2. (8) Reactant: [N+:1]([O-:4])(O)=[O:2].[F:5][C:6]1[CH:7]=[C:8]([CH2:12][C:13]([OH:15])=[O:14])[CH:9]=[CH:10][CH:11]=1. Product: [F:5][C:6]1[CH:7]=[C:8]([CH2:12][C:13]([OH:15])=[O:14])[CH:9]=[CH:10][C:11]=1[N+:1]([O-:4])=[O:2]. The catalyst class is: 65.